This data is from Full USPTO retrosynthesis dataset with 1.9M reactions from patents (1976-2016). The task is: Predict the reactants needed to synthesize the given product. (1) Given the product [CH:37]([N:26]1[CH2:25][CH2:24][CH:23]([CH2:22][O:21][C:18]2[CH:17]=[N:16][C:15]([C:11]3[CH:10]=[C:9]([CH:14]=[CH:13][CH:12]=3)[CH2:8][N:7]3[C:2](=[O:1])[CH:3]=[CH:4][C:5]([C:29]4[CH:30]=[C:31]([CH:34]=[CH:35][CH:36]=4)[C:32]#[N:33])=[N:6]3)=[N:20][CH:19]=2)[CH2:28][CH2:27]1)=[O:38], predict the reactants needed to synthesize it. The reactants are: [O:1]=[C:2]1[N:7]([CH2:8][C:9]2[CH:14]=[CH:13][CH:12]=[C:11]([C:15]3[N:20]=[CH:19][C:18]([O:21][CH2:22][CH:23]4[CH2:28][CH2:27][NH:26][CH2:25][CH2:24]4)=[CH:17][N:16]=3)[CH:10]=2)[N:6]=[C:5]([C:29]2[CH:30]=[C:31]([CH:34]=[CH:35][CH:36]=2)[C:32]#[N:33])[CH:4]=[CH:3]1.[CH:37](OCC)=[O:38]. (2) Given the product [Br:1][C:2]1[CH:7]=[CH:6][CH:5]=[CH:4][C:3]=1[O:8][CH2:10][CH2:11][CH:12]([CH3:14])[CH3:13], predict the reactants needed to synthesize it. The reactants are: [Br:1][C:2]1[CH:7]=[CH:6][CH:5]=[CH:4][C:3]=1[OH:8].Br[CH2:10][CH2:11][CH:12]([CH3:14])[CH3:13].C(=O)([O-])[O-].[K+].[K+].